This data is from Full USPTO retrosynthesis dataset with 1.9M reactions from patents (1976-2016). The task is: Predict the reactants needed to synthesize the given product. (1) Given the product [CH2:44]([N:51]([CH2:52][CH:53]([CH3:55])[CH3:54])[C:10]([C:7]1[S:6][C:5]2=[CH:4][N:3]=[C:2]([CH3:1])[N:9]2[N:8]=1)=[O:12])[C:45]1[CH:50]=[CH:49][CH:48]=[CH:47][CH:46]=1, predict the reactants needed to synthesize it. The reactants are: [CH3:1][C:2]1[N:9]2[C:5]([S:6][C:7]([C:10]([OH:12])=O)=[N:8]2)=[CH:4][N:3]=1.CN(C(ON1N=NC2C=CC=NC1=2)=[N+](C)C)C.F[P-](F)(F)(F)(F)F.C(N(CC)CC)C.[CH2:44]([NH:51][CH2:52][CH:53]([CH3:55])[CH3:54])[C:45]1[CH:50]=[CH:49][CH:48]=[CH:47][CH:46]=1. (2) Given the product [CH3:1][O:2][C:3]1[CH:4]=[C:5]([C:9]2[C:10]([C:12]3[CH:17]=[CH:16][CH:15]=[CH:14][CH:13]=3)=[N:24][NH:25][C:18]=2[S:19][CH3:20])[CH:6]=[CH:7][CH:8]=1, predict the reactants needed to synthesize it. The reactants are: [CH3:1][O:2][C:3]1[CH:4]=[C:5]([C:9](=[C:18](SC)[S:19][CH3:20])[C:10]([C:12]2[CH:17]=[CH:16][CH:15]=[CH:14][CH:13]=2)=O)[CH:6]=[CH:7][CH:8]=1.O.[NH2:24][NH2:25]. (3) Given the product [NH2:18][CH2:17][C:15]1[CH:16]=[CH:8][C:9]([C:10]([NH:24][C:23]2[CH:25]=[CH:26][C:20]([Cl:19])=[C:21]([C:27]3[CH:32]=[CH:31][CH:30]=[CH:29][N:28]=3)[CH:22]=2)=[O:12])=[CH:13][CH:14]=1, predict the reactants needed to synthesize it. The reactants are: C([C:8]1[CH:16]=[C:15]([CH2:17][NH2:18])[CH:14]=[CH:13][C:9]=1[C:10]([OH:12])=O)(OC(C)(C)C)=O.[Cl:19][C:20]1[CH:26]=[CH:25][C:23]([NH2:24])=[CH:22][C:21]=1[C:27]1[CH:32]=[CH:31][CH:30]=[CH:29][N:28]=1.C(O)(C(F)(F)F)=O. (4) Given the product [CH3:1][C:2]1([CH3:4])[NH:5][CH2:6][C:7]2([CH2:8][C:9]([CH3:16])([CH3:15])[NH:10][C:11]([CH3:14])([CH3:13])[CH2:12]2)[NH:17]1, predict the reactants needed to synthesize it. The reactants are: [CH3:1][C:2]([CH3:4])=O.[NH2:5][CH2:6][C:7]1([NH2:17])[CH2:12][C:11]([CH3:14])([CH3:13])[NH:10][C:9]([CH3:16])([CH3:15])[CH2:8]1. (5) Given the product [F:8][C:6]1[CH:5]=[CH:4][C:3](/[CH:9]=[CH:10]/[C:11]2[CH:16]=[CH:15][C:14]([S:17]([C:20]3[CH:25]=[CH:24][CH:23]=[CH:22][C:21]=3[C:26]([OH:28])([CH3:29])[CH3:27])(=[O:18])=[O:19])=[CH:13][CH:12]=2)=[CH:2][CH:7]=1, predict the reactants needed to synthesize it. The reactants are: F[C:2]1[CH:7]=[C:6]([F:8])[CH:5]=[CH:4][C:3]=1/[CH:9]=[CH:10]/[C:11]1[CH:16]=[CH:15][C:14]([S:17]([C:20]2[CH:25]=[CH:24][CH:23]=[CH:22][C:21]=2[C:26](=[O:28])[CH3:27])(=[O:19])=[O:18])=[CH:13][CH:12]=1.[CH3:29][Mg]Br.